The task is: Predict the reactants needed to synthesize the given product.. This data is from Full USPTO retrosynthesis dataset with 1.9M reactions from patents (1976-2016). Given the product [Cl:33][C:34]1[CH:35]=[N+:36]([O-:59])[CH:37]=[C:38]([Cl:58])[C:39]=1[CH2:40][C@@H:41]([C:43]1[CH:48]=[CH:47][C:46]([O:49][CH:50]([F:52])[F:51])=[C:45]([O:53][CH2:54][CH:55]2[CH2:57][CH2:56]2)[CH:44]=1)[O:19][C:18](=[O:20])[C:17]1[CH:21]=[CH:22][C:14]([N:9]([CH2:8][CH2:7][N:4]2[CH2:5][CH2:6][O:1][CH2:2][CH2:3]2)[S:10]([CH3:13])(=[O:12])=[O:11])=[C:15]([O:23][CH2:24][CH2:25][O:26][CH:27]2[CH2:32][CH2:31][CH2:30][CH2:29][O:28]2)[CH:16]=1, predict the reactants needed to synthesize it. The reactants are: [O:1]1[CH2:6][CH2:5][N:4]([CH2:7][CH2:8][N:9]([C:14]2[CH:22]=[CH:21][C:17]([C:18]([OH:20])=[O:19])=[CH:16][C:15]=2[O:23][CH2:24][CH2:25][O:26][CH:27]2[CH2:32][CH2:31][CH2:30][CH2:29][O:28]2)[S:10]([CH3:13])(=[O:12])=[O:11])[CH2:3][CH2:2]1.[Cl:33][C:34]1[CH:35]=[N+:36]([O-:59])[CH:37]=[C:38]([Cl:58])[C:39]=1[CH2:40][C@@H:41]([C:43]1[CH:48]=[CH:47][C:46]([O:49][CH:50]([F:52])[F:51])=[C:45]([O:53][CH2:54][CH:55]2[CH2:57][CH2:56]2)[CH:44]=1)O.C(Cl)CCl.